From a dataset of Reaction yield outcomes from USPTO patents with 853,638 reactions. Predict the reaction yield, written as a fraction of the theoretical maximum amount of product (1.0 means a 100% yield; for example, 0.34 means a 34% yield). The reactants are [C:1]([C:4]1[CH:8]=[C:7]([C:9]([OH:11])=O)[NH:6][N:5]=1)(=[O:3])[CH3:2].[NH2:12][CH2:13][CH:14]([N:17]1[CH:21]=[CH:20][C:19]([C:22]2[CH:29]=[CH:28][C:25]([C:26]#[N:27])=[C:24]([Cl:30])[CH:23]=2)=[N:18]1)[CH2:15][OH:16]. No catalyst specified. The product is [C:1]([C:4]1[CH:8]=[C:7]([C:9]([NH:12][CH2:13][CH:14]([N:17]2[CH:21]=[CH:20][C:19]([C:22]3[CH:29]=[CH:28][C:25]([C:26]#[N:27])=[C:24]([Cl:30])[CH:23]=3)=[N:18]2)[CH2:15][OH:16])=[O:11])[NH:6][N:5]=1)(=[O:3])[CH3:2]. The yield is 0.0649.